From a dataset of NCI-60 drug combinations with 297,098 pairs across 59 cell lines. Regression. Given two drug SMILES strings and cell line genomic features, predict the synergy score measuring deviation from expected non-interaction effect. (1) Drug 1: CC1=C(C(CCC1)(C)C)C=CC(=CC=CC(=CC(=O)O)C)C. Drug 2: C(=O)(N)NO. Cell line: RXF 393. Synergy scores: CSS=3.42, Synergy_ZIP=-0.209, Synergy_Bliss=4.73, Synergy_Loewe=2.67, Synergy_HSA=3.35. (2) Drug 1: CC1=CC=C(C=C1)C2=CC(=NN2C3=CC=C(C=C3)S(=O)(=O)N)C(F)(F)F. Drug 2: CS(=O)(=O)OCCCCOS(=O)(=O)C. Cell line: UO-31. Synergy scores: CSS=4.49, Synergy_ZIP=-0.681, Synergy_Bliss=2.80, Synergy_Loewe=2.96, Synergy_HSA=2.14.